This data is from Forward reaction prediction with 1.9M reactions from USPTO patents (1976-2016). The task is: Predict the product of the given reaction. (1) Given the reactants [Cl:1][C:2]1[CH:9]=[C:8]([O:10][C:11]2[CH:16]=[CH:15][C:14]([CH:17]([CH3:42])[C:18]([OH:41])([C:23]3[CH:24]=[C:25]4[C:30](=[CH:31][CH:32]=3)[N:29]=[C:28]([O:33]C(C)C)[CH:27]=[C:26]4[C:37]([F:40])([F:39])[F:38])[C:19]([F:22])([F:21])[F:20])=[C:13]([Cl:43])[CH:12]=2)[CH:7]=[CH:6][C:3]=1[C:4]#[N:5].Cl.[OH-].[Na+], predict the reaction product. The product is: [Cl:1][C:2]1[CH:9]=[C:8]([O:10][C:11]2[CH:16]=[CH:15][C:14]([CH:17]([CH3:42])[C:18]([OH:41])([C:23]3[CH:24]=[C:25]4[C:30](=[CH:31][CH:32]=3)[NH:29][C:28](=[O:33])[CH:27]=[C:26]4[C:37]([F:38])([F:39])[F:40])[C:19]([F:20])([F:22])[F:21])=[C:13]([Cl:43])[CH:12]=2)[CH:7]=[CH:6][C:3]=1[C:4]#[N:5]. (2) Given the reactants [C:1]([Si:5]([CH3:42])([CH3:41])[O:6][CH2:7][CH2:8][N:9]([CH2:21][C:22]1[CH:27]=[CH:26][C:25]([S:28]([N:31]2[CH:35]=[CH:34][C:33](/[CH:36]=[CH:37]/[C:38](O)=[O:39])=[CH:32]2)(=[O:30])=[O:29])=[CH:24][CH:23]=1)[CH2:10][CH2:11][C:12]1[C:20]2[C:15](=[CH:16][CH:17]=[CH:18][CH:19]=2)[NH:14][CH:13]=1)([CH3:4])([CH3:3])[CH3:2].CCN=C=NCCCN(C)C.Cl.Cl.[O:56]1[CH2:61][CH2:60][CH2:59][CH2:58][CH:57]1[O:62][NH2:63], predict the reaction product. The product is: [C:1]([Si:5]([CH3:42])([CH3:41])[O:6][CH2:7][CH2:8][N:9]([CH2:21][C:22]1[CH:27]=[CH:26][C:25]([S:28]([N:31]2[CH:35]=[CH:34][C:33](/[CH:36]=[CH:37]/[C:38]([NH:63][O:62][CH:57]3[CH2:58][CH2:59][CH2:60][CH2:61][O:56]3)=[O:39])=[CH:32]2)(=[O:29])=[O:30])=[CH:24][CH:23]=1)[CH2:10][CH2:11][C:12]1[C:20]2[C:15](=[CH:16][CH:17]=[CH:18][CH:19]=2)[NH:14][CH:13]=1)([CH3:3])([CH3:2])[CH3:4]. (3) The product is: [NH2:2][C:3]1[N:8]=[CH:7][C:6]([O:9][CH2:11][C:12]([CH3:15])([OH:14])[CH3:13])=[CH:5][CH:4]=1. Given the reactants Br.[NH2:2][C:3]1[N:8]=[CH:7][C:6]([OH:9])=[CH:5][CH:4]=1.Cl[CH2:11][C:12]([CH3:15])([OH:14])[CH3:13].C(=O)([O-])[O-].[Cs+].[Cs+], predict the reaction product.